The task is: Predict the reactants needed to synthesize the given product.. This data is from Full USPTO retrosynthesis dataset with 1.9M reactions from patents (1976-2016). (1) Given the product [CH2:38]([O:37][C:35](=[O:36])[CH2:34][C:30]1[CH:31]=[CH:32][CH:33]=[C:28]([S:24][C:21]2[CH:20]=[CH:19][C:18]([C:17]3[O:16][N:15]=[C:14]([CH3:25])[C:13]=3[NH:12][C:11]([O:10][C@@H:8]([C:3]3[CH:4]=[CH:5][CH:6]=[CH:7][C:2]=3[F:1])[CH3:9])=[O:26])=[CH:23][CH:22]=2)[CH:29]=1)[CH3:39], predict the reactants needed to synthesize it. The reactants are: [F:1][C:2]1[CH:7]=[CH:6][CH:5]=[CH:4][C:3]=1[C@H:8]([O:10][C:11](=[O:26])[NH:12][C:13]1[C:14]([CH3:25])=[N:15][O:16][C:17]=1[C:18]1[CH:23]=[CH:22][C:21]([SH:24])=[CH:20][CH:19]=1)[CH3:9].Br[C:28]1[CH:29]=[C:30]([CH2:34][C:35]([O:37][CH2:38][CH3:39])=[O:36])[CH:31]=[CH:32][CH:33]=1. (2) Given the product [C:8]1([C:4]2[N:3]=[C:2]([C:14]([O:25][CH3:16])=[O:15])[CH:7]=[N:6][CH:5]=2)[CH:13]=[CH:12][CH:11]=[CH:10][CH:9]=1, predict the reactants needed to synthesize it. The reactants are: Cl[C:2]1[CH:7]=[N:6][CH:5]=[C:4]([C:8]2[CH:13]=[CH:12][CH:11]=[CH:10][CH:9]=2)[N:3]=1.[CH3:14][OH:15].[CH2:16](N(CC)CC)C.[C]=O.[OH2:25]. (3) The reactants are: [ClH:1].C(OC(=O)[NH:8][CH2:9][C:10]([N:12]1[CH2:17][CH2:16][N:15]([C:18](=[O:28])[C:19]2[CH:24]=[C:23]([O:25][CH3:26])[CH:22]=[CH:21][C:20]=2[Br:27])[CH2:14][CH2:13]1)=[O:11])(C)(C)C. Given the product [ClH:1].[NH2:8][CH2:9][C:10]([N:12]1[CH2:17][CH2:16][N:15]([C:18](=[O:28])[C:19]2[CH:24]=[C:23]([O:25][CH3:26])[CH:22]=[CH:21][C:20]=2[Br:27])[CH2:14][CH2:13]1)=[O:11], predict the reactants needed to synthesize it. (4) Given the product [OH:10][CH2:9][C:6]1[CH:5]=[C:4]([CH2:3][C:1]#[N:2])[S:8][CH:7]=1, predict the reactants needed to synthesize it. The reactants are: [C:1]([CH2:3][C:4]1[S:8][CH:7]=[C:6]([C:9](O)=[O:10])[CH:5]=1)#[N:2].CSC.B.O. (5) Given the product [CH2:1]([O:3][C:4]1[CH:5]=[C:6]([C:10]([C:15]2[NH:23][C:18]3=[N:19][CH:20]=[CH:21][CH:22]=[C:17]3[CH:16]=2)=[CH:11][CH:12]([CH3:14])[CH3:13])[CH:7]=[CH:8][CH:9]=1)[CH3:2], predict the reactants needed to synthesize it. The reactants are: [CH2:1]([O:3][C:4]1[CH:5]=[C:6]([C:10]([C:15]2[N:23](S(C3C=CC=CC=3)(=O)=O)[C:18]3=[N:19][CH:20]=[CH:21][CH:22]=[C:17]3[CH:16]=2)=[CH:11][CH:12]([CH3:14])[CH3:13])[CH:7]=[CH:8][CH:9]=1)[CH3:2].[OH-].[Na+]. (6) Given the product [CH:4]1([S:6][CH2:33][CH:19]2[CH2:20][CH:21]([C:23]3[CH:28]=[CH:27][C:26]([C:29]([F:32])([F:31])[F:30])=[CH:25][CH:24]=3)[CH2:22][N:17]([C:15]([N:9]3[CH2:14][CH2:13][O:12][CH2:11][CH2:10]3)=[O:16])[CH2:18]2)[CH2:5][CH2:1][CH2:2][CH2:3]1, predict the reactants needed to synthesize it. The reactants are: [CH2:1]1[CH2:5][CH:4]([SH:6])[CH2:3][CH2:2]1.[H-].[Na+].[N:9]1([C:15]([N:17]2[CH2:22][CH:21]([C:23]3[CH:28]=[CH:27][C:26]([C:29]([F:32])([F:31])[F:30])=[CH:25][CH:24]=3)[CH2:20][CH:19]([CH2:33]S([O-])(=O)=O)[CH2:18]2)=[O:16])[CH2:14][CH2:13][O:12][CH2:11][CH2:10]1.O. (7) The reactants are: [H-].[Na+].[F:3][C:4]1([F:17])[CH2:9][CH2:8][C:7]([CH2:15][OH:16])([C:10]([O:12][CH2:13][CH3:14])=[O:11])[CH2:6][CH2:5]1.S(OC)(O[CH3:22])(=O)=O. Given the product [F:3][C:4]1([F:17])[CH2:5][CH2:6][C:7]([CH2:15][O:16][CH3:22])([C:10]([O:12][CH2:13][CH3:14])=[O:11])[CH2:8][CH2:9]1, predict the reactants needed to synthesize it.